Dataset: Full USPTO retrosynthesis dataset with 1.9M reactions from patents (1976-2016). Task: Predict the reactants needed to synthesize the given product. Given the product [C:17]([O:16][C:15]([NH:14][C@H:10]1[CH2:11][CH2:12][CH2:13][N:8]([C:7]2[CH:6]=[CH:5][N:4]=[CH:3][C:2]=2[NH:1][C:45]([C:31]2[C:32]3=[N:33][CH:34]=[C:35]([CH:39]4[CH2:40][CH2:41][O:42][CH2:43][CH2:44]4)[CH:36]=[C:37]3[S:38][C:30]=2[NH:29][C:27](=[O:28])[O:26][C:22]([CH3:24])([CH3:23])[CH3:25])=[O:46])[CH2:9]1)=[O:21])([CH3:18])([CH3:20])[CH3:19], predict the reactants needed to synthesize it. The reactants are: [NH2:1][C:2]1[CH:3]=[N:4][CH:5]=[CH:6][C:7]=1[N:8]1[CH2:13][CH2:12][CH2:11][C@H:10]([NH:14][C:15](=[O:21])[O:16][C:17]([CH3:20])([CH3:19])[CH3:18])[CH2:9]1.[C:22]([O:26][C:27]([NH:29][C:30]1[S:38][C:37]2[C:32](=[N:33][CH:34]=[C:35]([CH:39]3[CH2:44][CH2:43][O:42][CH2:41][CH2:40]3)[CH:36]=2)[C:31]=1[C:45](O)=[O:46])=[O:28])([CH3:25])([CH3:24])[CH3:23].CN(C(ON1N=NC2C=CC=NC1=2)=[N+](C)C)C.F[P-](F)(F)(F)(F)F.CCN(C(C)C)C(C)C.